From a dataset of Reaction yield outcomes from USPTO patents with 853,638 reactions. Predict the reaction yield, written as a fraction of the theoretical maximum amount of product (1.0 means a 100% yield; for example, 0.34 means a 34% yield). (1) No catalyst specified. The product is [CH2:1]([O:3][C:4]([C@@H:5]1[C@H:20]([C:21]2[CH:26]=[CH:25][CH:24]=[CH:23][CH:22]=2)[C@H:6]1[C:7]1[CH:17]=[CH:16][C:10]2[O:11][C:12]([F:14])([F:15])[O:13][C:9]=2[CH:8]=1)=[O:18])[CH3:2]. The reactants are [CH2:1]([O:3][C:4](=[O:18])/[CH:5]=[CH:6]/[C:7]1[CH:17]=[CH:16][C:10]2[O:11][C:12]([F:15])([F:14])[O:13][C:9]=2[CH:8]=1)[CH3:2].[Br-].[CH2:20]([S+]1CCCC1)[C:21]1[CH:26]=[CH:25][CH:24]=[CH:23][CH:22]=1. The yield is 0.180. (2) The reactants are C[O:2][C:3]([C:5]12[CH:12]3[CH:7]4[C:8]5([C:13](=O)[NH:14][C:15]6[C:16](=[O:29])[N:17]([CH2:26][CH2:27][CH3:28])[C:18](=[O:25])[N:19]([CH2:22][CH2:23][CH3:24])[C:20]=6[NH2:21])[CH:11]3[CH:10]1[CH:9]5[CH:6]24)=[O:4].[OH-].[Na+]. The yield is 0.760. The product is [O:25]=[C:18]1[N:19]([CH2:22][CH2:23][CH3:24])[C:20]2[N:21]=[C:13]([C:8]34[CH:11]5[CH:10]6[CH:9]3[CH:6]3[CH:7]4[CH:12]5[C:5]36[C:3]([OH:2])=[O:4])[NH:14][C:15]=2[C:16](=[O:29])[N:17]1[CH2:26][CH2:27][CH3:28]. The catalyst is CO. (3) The reactants are [H-].[Na+].[CH3:3][C:4]1[C:8]([C:9]([O:11]CC)=[O:10])=[C:7]([CH3:14])[NH:6][N:5]=1.[H][H].Br[CH2:18][CH2:19][O:20][CH3:21]. The catalyst is C1COCC1. The product is [CH3:21][O:20][CH2:19][CH2:18][N:6]1[C:7]([CH3:14])=[C:8]([C:9]([OH:11])=[O:10])[C:4]([CH3:3])=[N:5]1. The yield is 0.340. (4) The reactants are [C:1]([C:3]([CH3:10])([CH3:9])[C:4]([O:6][CH2:7][CH3:8])=[O:5])#[N:2]. The catalyst is C(O)C.[OH-].[NH4+].[Ni]. The product is [NH2:2][CH2:1][C:3]([CH3:10])([CH3:9])[C:4]([O:6][CH2:7][CH3:8])=[O:5]. The yield is 0.700. (5) The reactants are [F:1][C:2]1[C:11]([CH:12]([C:14]2[N:18]3[N:19]=[C:20]([C:23](=O)[CH3:24])[CH:21]=[CH:22][C:17]3=[N:16][N:15]=2)[CH3:13])=[C:10]([F:26])[CH:9]=[C:8]2[C:3]=1[CH:4]=[CH:5][CH:6]=[N:7]2.Cl.[NH2:28][OH:29].Cl.[OH-].[Na+]. The catalyst is CO. The product is [F:1][C:2]1[C:11]([CH:12]([C:14]2[N:18]3[N:19]=[C:20](/[C:23](=[N:28]/[OH:29])/[CH3:24])[CH:21]=[CH:22][C:17]3=[N:16][N:15]=2)[CH3:13])=[C:10]([F:26])[CH:9]=[C:8]2[C:3]=1[CH:4]=[CH:5][CH:6]=[N:7]2. The yield is 0.880. (6) The reactants are Cl[C:2]1[C:7]([C:8]([O:10][CH2:11][CH3:12])=[O:9])=[CH:6][N:5]=[C:4]([Cl:13])[CH:3]=1.[C:14]([NH2:18])([CH3:17])([CH3:16])[CH3:15]. No catalyst specified. The product is [C:14]([NH:18][C:2]1[C:7]([C:8]([O:10][CH2:11][CH3:12])=[O:9])=[CH:6][N:5]=[C:4]([Cl:13])[CH:3]=1)([CH3:17])([CH3:16])[CH3:15]. The yield is 0.600. (7) The reactants are [Cl:1][C:2]1[N:10]=[C:9]2[C:5]([N:6]=[C:7]([C:11]([OH:14])([CH3:13])[CH3:12])[NH:8]2)=[C:4]([N:15]2[CH2:20][CH2:19][O:18][CH2:17][CH2:16]2)[N:3]=1.C(=O)([O-])[O-].[Cs+].[Cs+].Br[CH:28]([CH3:33])[C:29]([O:31][CH3:32])=[O:30]. The catalyst is CN(C=O)C.O.C(OCC)(=O)C. The product is [Cl:1][C:2]1[N:10]=[C:9]2[C:5]([N:6]=[C:7]([C:11]([OH:14])([CH3:13])[CH3:12])[N:8]2[CH:28]([CH3:33])[C:29]([O:31][CH3:32])=[O:30])=[C:4]([N:15]2[CH2:16][CH2:17][O:18][CH2:19][CH2:20]2)[N:3]=1. The yield is 0.260. (8) The reactants are [CH3:1][N:2]([CH3:6])[C:3](Cl)=[O:4].[NH2:7][C:8]1[CH:13]=[CH:12][C:11]([C@@H:14]2[O:19][CH2:18][CH2:17][N:16]([C:20]3[N:25]([CH3:26])[C:24](=[O:27])[CH:23]=[C:22]([C:28]4[CH:33]=[CH:32][N:31]=[CH:30][CH:29]=4)[N:21]=3)[CH2:15]2)=[CH:10][CH:9]=1.C(N(CC)CC)C. The catalyst is O1CCCC1. The product is [CH3:1][N:2]([CH3:6])[C:3]([NH:7][C:8]1[CH:9]=[CH:10][C:11]([CH:14]2[O:19][CH2:18][CH2:17][N:16]([C:20]3[N:25]([CH3:26])[C:24](=[O:27])[CH:23]=[C:22]([C:28]4[CH:29]=[CH:30][N:31]=[CH:32][CH:33]=4)[N:21]=3)[CH2:15]2)=[CH:12][CH:13]=1)=[O:4]. The yield is 0.300. (9) The reactants are [Br:1][C:2]1[C:7]([F:8])=[CH:6][C:5]([N:9]2[C:18]3[C:13](=[CH:14][C:15]([S:19]([O:22]C4C(F)=C(F)C(F)=C(F)C=4F)(=[O:21])=O)=[CH:16][CH:17]=3)[CH:12]=[CH:11][C:10]2=[O:34])=[C:4]([O:35][CH3:36])[CH:3]=1.[N:37]1[CH:42]=[CH:41][CH:40]=[N:39][C:38]=1[NH2:43].C[Si]([N-][Si](C)(C)C)(C)C.[Li+]. The catalyst is C1COCC1. The product is [Br:1][C:2]1[C:7]([F:8])=[CH:6][C:5]([N:9]2[C:18]3[C:13](=[CH:14][C:15]([S:19]([NH:43][C:38]4[N:39]=[CH:40][CH:41]=[CH:42][N:37]=4)(=[O:21])=[O:22])=[CH:16][CH:17]=3)[CH:12]=[CH:11][C:10]2=[O:34])=[C:4]([O:35][CH3:36])[CH:3]=1. The yield is 0.753.